This data is from Forward reaction prediction with 1.9M reactions from USPTO patents (1976-2016). The task is: Predict the product of the given reaction. Given the reactants [CH2:1]([O:3][C:4](=[O:22])[CH2:5][CH:6]1[CH2:11][CH2:10][N:9]([C:12]([O:14][CH2:15][C:16]2[CH:21]=[CH:20][CH:19]=[CH:18][CH:17]=2)=[O:13])[CH2:8][CH2:7]1)[CH3:2].Br[CH2:24][C:25]([CH3:27])=[CH2:26], predict the reaction product. The product is: [CH2:1]([O:3][C:4]([CH:5]([CH:6]1[CH2:11][CH2:10][N:9]([C:12]([O:14][CH2:15][C:16]2[CH:17]=[CH:18][CH:19]=[CH:20][CH:21]=2)=[O:13])[CH2:8][CH2:7]1)[CH2:26][C:25]([CH3:27])=[CH2:24])=[O:22])[CH3:2].